From a dataset of Forward reaction prediction with 1.9M reactions from USPTO patents (1976-2016). Predict the product of the given reaction. (1) Given the reactants [Br:1][C:2]1[CH:7]=[CH:6][CH:5]=[CH:4][C:3]=1[OH:8].S(OCC)(O[CH2:13][CH3:14])(=O)=O, predict the reaction product. The product is: [Br:1][C:2]1[CH:7]=[CH:6][CH:5]=[CH:4][C:3]=1[O:8][CH2:13][CH3:14]. (2) The product is: [CH3:1][S:2]([C:5]1[CH:10]=[CH:9][C:8]([C:11]2[C:12]3[N:13]([N:17]=[C:18]([NH:20][C:31]4[CH:22]=[CH:23][C:24]5[C:25]([CH3:35])([CH3:34])[CH2:26][CH2:27][C:28]([CH3:33])([CH3:32])[C:29]=5[CH:30]=4)[N:19]=3)[CH:14]=[CH:15][CH:16]=2)=[CH:7][CH:6]=1)(=[O:3])=[O:4]. Given the reactants [CH3:1][S:2]([C:5]1[CH:10]=[CH:9][C:8]([C:11]2[C:12]3[N:13]([N:17]=[C:18]([NH2:20])[N:19]=3)[CH:14]=[CH:15][CH:16]=2)=[CH:7][CH:6]=1)(=[O:4])=[O:3].Br[C:22]1[CH:23]=[C:24]2[C:29](=[CH:30][CH:31]=1)[C:28]([CH3:33])([CH3:32])[CH2:27][CH2:26][C:25]2([CH3:35])[CH3:34], predict the reaction product. (3) The product is: [N:14]([CH2:2][C:3]1[CH:8]=[CH:7][CH:6]=[CH:5][C:4]=1[C:9]1[N:10]=[N:11][S:12][CH:13]=1)=[N+:15]=[N-:16]. Given the reactants Br[CH2:2][C:3]1[CH:8]=[CH:7][CH:6]=[CH:5][C:4]=1[C:9]1[N:10]=[N:11][S:12][CH:13]=1.[N-:14]=[N+:15]=[N-:16].[Na+].C(OCC)(=O)C.CCCCCC.C(OCC)(=O)C, predict the reaction product. (4) Given the reactants [CH:1]([C:4]1[CH:9]=[CH:8][C:7]([NH2:10])=[CH:6][CH:5]=1)=[CH:2][CH3:3].C(N(CC)CC)C.[C:18]([O:22][C:23](O[C:23]([O:22][C:18]([CH3:21])([CH3:20])[CH3:19])=[O:24])=[O:24])([CH3:21])([CH3:20])[CH3:19], predict the reaction product. The product is: [C:18]([O:22][C:23](=[O:24])[NH:10][C:7]1[CH:8]=[CH:9][C:4]([CH:1]=[CH:2][CH3:3])=[CH:5][CH:6]=1)([CH3:21])([CH3:20])[CH3:19]. (5) The product is: [CH2:27]([N:29]([CH2:12][CH:13]1[CH2:22][CH2:21][C:20]2[C:15](=[CH:16][C:17]([S:23]([CH3:26])(=[O:24])=[O:25])=[CH:18][CH:19]=2)[O:14]1)[CH2:30][CH3:31])[CH3:28]. Given the reactants CC1C=CC(S(O[CH2:12][CH:13]2[CH2:22][CH2:21][C:20]3[C:15](=[CH:16][C:17]([S:23]([CH3:26])(=[O:25])=[O:24])=[CH:18][CH:19]=3)[O:14]2)(=O)=O)=CC=1.[CH2:27]([NH:29][CH2:30][CH3:31])[CH3:28], predict the reaction product.